This data is from Reaction yield outcomes from USPTO patents with 853,638 reactions. The task is: Predict the reaction yield, written as a fraction of the theoretical maximum amount of product (1.0 means a 100% yield; for example, 0.34 means a 34% yield). (1) The reactants are [Cl:1][C:2]1[CH:7]=[CH:6][C:5]([O:8][C:9]2[CH:14]=[CH:13][CH:12]=[CH:11][CH:10]=2)=[C:4]([N+:15]([O-])=O)[CH:3]=1.Cl[Sn]Cl. No catalyst specified. The product is [Cl:1][C:2]1[CH:7]=[CH:6][C:5]([O:8][C:9]2[CH:14]=[CH:13][CH:12]=[CH:11][CH:10]=2)=[C:4]([NH2:15])[CH:3]=1. The yield is 0.790. (2) The reactants are FC(F)(F)C(O)=O.[CH3:8][CH:9]([O:11][C:12]1[CH:19]=[CH:18][C:17]([C:20]2[S:21][C:22]([N:25]3[CH:33]=[C:28]4[CH2:29][NH:30][CH2:31][CH2:32][C:27]4=[N:26]3)=[N:23][N:24]=2)=[CH:16][C:13]=1[C:14]#[N:15])[CH3:10].C1CCN2C(=NCCC2)CC1.[C:45]([O:49][CH2:50][CH3:51])(=[O:48])[CH:46]=[CH2:47]. The catalyst is CN(C=O)C. The product is [C:14]([C:13]1[CH:16]=[C:17]([C:20]2[S:21][C:22]([N:25]3[CH:33]=[C:28]4[CH2:29][N:30]([CH2:47][CH2:46][C:45]([O:49][CH2:50][CH3:51])=[O:48])[CH2:31][CH2:32][C:27]4=[N:26]3)=[N:23][N:24]=2)[CH:18]=[CH:19][C:12]=1[O:11][CH:9]([CH3:8])[CH3:10])#[N:15]. The yield is 0.240. (3) The reactants are [F:1][C:2]([F:41])([F:40])[C:3]1[N:7]2[N:8]=[C:9]([N:12]3[CH2:17][CH2:16][CH:15]([C:18]4[CH:39]=[CH:38][C:21]([O:22][CH2:23][CH2:24][N:25]5[CH2:30][CH2:29][N:28]([C:31]([O:33][C:34]([CH3:37])([CH3:36])[CH3:35])=[O:32])[CH2:27][CH2:26]5)=[CH:20][CH:19]=4)[CH2:14][CH2:13]3)[CH:10]=[CH:11][C:6]2=[N:5][N:4]=1.C([O-])=O.[NH4+]. The catalyst is [Pd].C(O)C. The product is [F:41][C:2]([F:1])([F:40])[C:3]1[N:7]2[N:8]=[C:9]([N:12]3[CH2:13][CH2:14][CH:15]([C:18]4[CH:19]=[CH:20][C:21]([O:22][CH2:23][CH2:24][N:25]5[CH2:26][CH2:27][N:28]([C:31]([O:33][C:34]([CH3:35])([CH3:36])[CH3:37])=[O:32])[CH2:29][CH2:30]5)=[CH:38][CH:39]=4)[CH2:16][CH2:17]3)[CH2:10][CH2:11][C:6]2=[N:5][N:4]=1. The yield is 0.810. (4) The reactants are [OH:1][C:2]1[C:9]([OH:10])=[C:8]([F:11])[CH:7]=[CH:6][C:3]=1[CH:4]=[O:5].I[CH2:13][CH3:14].Cl. The product is [CH2:13]([O:10][C:9]1[C:2]([OH:1])=[C:3]([CH:6]=[CH:7][C:8]=1[F:11])[CH:4]=[O:5])[CH3:14]. The yield is 0.650. The catalyst is CS(C)=O. (5) The reactants are [CH:1]([C:4]1[C:5]([O:29][CH2:30][O:31][CH3:32])=[CH:6][C:7]([O:25][CH2:26][O:27][CH3:28])=[C:8]([C:10]2[N:14]([C:15]3[CH:20]=[CH:19][C:18]([O:21][CH3:22])=[CH:17][CH:16]=3)[C:13](SC)=[N:12][N:11]=2)[CH:9]=1)([CH3:3])[CH3:2].Cl[C:34]1C=CC=C(C(OO)=O)C=1.[S:44]([O-:47])([O-])=[O:45].[K+].[K+]. The catalyst is C(Cl)Cl. The product is [CH:1]([C:4]1[C:5]([O:29][CH2:30][O:31][CH3:32])=[CH:6][C:7]([O:25][CH2:26][O:27][CH3:28])=[C:8]([C:10]2[N:14]([C:15]3[CH:16]=[CH:17][C:18]([O:21][CH3:22])=[CH:19][CH:20]=3)[C:13]([S:44]([CH3:34])(=[O:47])=[O:45])=[N:12][N:11]=2)[CH:9]=1)([CH3:2])[CH3:3]. The yield is 0.870. (6) The product is [CH2:6]([O:5][C:3]([C:2]1[C:1](=[O:9])[NH:21][C:20]2[C:19]([C:24]=1[OH:23])=[CH:18][C:17]([CH3:16])=[CH:28][CH:27]=2)=[O:4])[CH3:7]. The yield is 0.360. The reactants are [C:1]([O:9]CC)(=O)[CH2:2][C:3]([O:5][CH2:6][CH3:7])=[O:4].[H-].[Na+].[H][H].[CH3:16][C:17]1[CH:28]=[CH:27][C:20]2[NH:21]C(=O)[O:23][C:24](=O)[C:19]=2[CH:18]=1.Cl. The catalyst is CC(N(C)C)=O.